This data is from Catalyst prediction with 721,799 reactions and 888 catalyst types from USPTO. The task is: Predict which catalyst facilitates the given reaction. (1) Reactant: [Cl:1][C:2]1[C:8]2[CH:9]=[CH:10][C:11]([C:13](Cl)=[O:14])=[CH:12][C:7]=2[S:6][C:5]2[CH:16]=[CH:17][CH:18]=[CH:19][C:4]=2[N:3]=1.O1CCOCC1.[NH3:26]. Product: [Cl:1][C:2]1[C:8]2[CH:9]=[CH:10][C:11]([C:13]([NH2:26])=[O:14])=[CH:12][C:7]=2[S:6][C:5]2[CH:16]=[CH:17][CH:18]=[CH:19][C:4]=2[N:3]=1. The catalyst class is: 4. (2) Reactant: C(=O)([O-])[O-].[K+].[K+].[OH:7][C@H:8]1[C@:11]2([C:31]3[CH:36]=[CH:35][CH:34]=[C:33]([C:37]([F:40])([F:39])[F:38])[CH:32]=3)[C:12]3[CH:30]=[CH:29][CH:28]=[CH:27][C:13]=3[N:14]([CH2:18][C:19]3[CH:24]=[CH:23][C:22]([O:25][CH3:26])=[CH:21][CH:20]=3)[C:15](=[O:17])[CH2:16][N:10]2[C:9]1=[O:41].CS([C:46]1[N:51]=[C:50]([CH3:52])[CH:49]=[C:48]([CH3:53])[N:47]=1)(=O)=O. Product: [CH3:53][C:48]1[CH:49]=[C:50]([CH3:52])[N:51]=[C:46]([O:7][C@H:8]2[C@:11]3([C:31]4[CH:36]=[CH:35][CH:34]=[C:33]([C:37]([F:38])([F:40])[F:39])[CH:32]=4)[C:12]4[CH:30]=[CH:29][CH:28]=[CH:27][C:13]=4[N:14]([CH2:18][C:19]4[CH:24]=[CH:23][C:22]([O:25][CH3:26])=[CH:21][CH:20]=4)[C:15](=[O:17])[CH2:16][N:10]3[C:9]2=[O:41])[N:47]=1. The catalyst class is: 85. (3) Reactant: [NH2:1][C:2]1[CH:3]=[CH:4][N:5]([CH3:27])[C:6]2[C:7]=1[CH:8]=[CH:9][C:10]1[N:19]([C:20]3[CH:25]=[CH:24][C:23]([F:26])=[CH:22][CH:21]=3)[CH2:18][CH:17]=[C:12]3[NH:13][C:14](=[O:16])[C:15]=2[C:11]=13.C(N(CC)C(C)C)(C)C.CN(C(ON1N=NC2C=CC=NC1=2)=[N+](C)C)C.F[P-](F)(F)(F)(F)F.[F:61][C:62]1[CH:63]=[CH:64][C:65]([O:72][CH3:73])=[C:66]([CH2:68][C:69](O)=[O:70])[CH:67]=1. Product: [F:61][C:62]1[CH:63]=[CH:64][C:65]([O:72][CH3:73])=[C:66]([CH2:68][C:69]([NH:1][C:2]2[CH:3]=[CH:4][N:5]([CH3:27])[C:6]3[C:7]=2[CH:8]=[CH:9][C:10]2[N:19]([C:20]4[CH:21]=[CH:22][C:23]([F:26])=[CH:24][CH:25]=4)[CH2:18][CH:17]=[C:12]4[NH:13][C:14](=[O:16])[C:15]=3[C:11]=24)=[O:70])[CH:67]=1. The catalyst class is: 80. (4) Reactant: [C:1]([O:20][CH2:21][CH2:22][O:23][C:24]1[CH:29]=[C:28]([N+:30]([O-:32])=[O:31])[C:27]([CH:33]([O:35][C:36](OC2C=CC([N+]([O-])=O)=CC=2)=[O:37])[CH3:34])=[CH:26][C:25]=1[O:48][CH3:49])(=[O:19])[CH2:2][CH2:3][CH2:4][CH2:5][CH2:6][CH2:7][CH2:8][CH2:9][CH2:10][CH2:11][CH2:12][CH2:13][CH2:14][CH2:15][CH2:16][CH2:17][CH3:18].[NH2:50][CH2:51][CH2:52][CH2:53][CH2:54][CH2:55][C:56]([OH:58])=[O:57].C(N(CC)CC)C.O. Product: [CH3:49][O:48][C:25]1[C:24]([O:23][CH2:22][CH2:21][O:20][C:1](=[O:19])[CH2:2][CH2:3][CH2:4][CH2:5][CH2:6][CH2:7][CH2:8][CH2:9][CH2:10][CH2:11][CH2:12][CH2:13][CH2:14][CH2:15][CH2:16][CH2:17][CH3:18])=[CH:29][C:28]([N+:30]([O-:32])=[O:31])=[C:27]([CH:33]([O:35][C:36]([NH:50][CH2:51][CH2:52][CH2:53][CH2:54][CH2:55][C:56]([OH:58])=[O:57])=[O:37])[CH3:34])[CH:26]=1. The catalyst class is: 7. (5) Reactant: Br[CH2:2][CH2:3][O:4][C:5]1[C:10]([CH3:11])=[CH:9][C:8]([C:12]2[NH:21][C:20](=[O:22])[C:19]3[C:14](=[CH:15][C:16]([O:23][CH3:24])=[CH:17][CH:18]=3)[N:13]=2)=[CH:7][C:6]=1[CH3:25].[NH:26]1[CH2:30][CH2:29][CH2:28][CH2:27]1. Product: [CH3:25][C:6]1[CH:7]=[C:8]([C:12]2[NH:21][C:20](=[O:22])[C:19]3[C:14](=[CH:15][C:16]([O:23][CH3:24])=[CH:17][CH:18]=3)[N:13]=2)[CH:9]=[C:10]([CH3:11])[C:5]=1[O:4][CH2:3][CH2:2][N:26]1[CH2:30][CH2:29][CH2:28][CH2:27]1. The catalyst class is: 3.